This data is from Catalyst prediction with 721,799 reactions and 888 catalyst types from USPTO. The task is: Predict which catalyst facilitates the given reaction. (1) Reactant: [OH-].[Li+].[CH2:3]([O:7][C:8]1[CH:9]=[C:10]([CH2:30][CH2:31][C:32]([O:34]C)=[O:33])[CH:11]=[CH:12][C:13]=1[CH2:14][CH2:15][CH2:16][C:17]1[CH:22]=[CH:21][C:20]([O:23][CH2:24][CH2:25][CH2:26][CH3:27])=[C:19]([O:28][CH3:29])[CH:18]=1)[CH2:4][CH2:5][CH3:6]. Product: [CH2:3]([O:7][C:8]1[CH:9]=[C:10]([CH2:30][CH2:31][C:32]([OH:34])=[O:33])[CH:11]=[CH:12][C:13]=1[CH2:14][CH2:15][CH2:16][C:17]1[CH:22]=[CH:21][C:20]([O:23][CH2:24][CH2:25][CH2:26][CH3:27])=[C:19]([O:28][CH3:29])[CH:18]=1)[CH2:4][CH2:5][CH3:6]. The catalyst class is: 7. (2) Reactant: [CH3:1][O:2][C:3]1[CH:4]=[C:5]([NH:11][C:12]2[C:13]([NH:22][S:23]([C:26]3[CH:27]=[N:28][C:29]([CH2:32]O)=[CH:30][CH:31]=3)(=[O:25])=[O:24])=[N:14][C:15]3[C:20]([N:21]=2)=[CH:19][CH:18]=[CH:17][CH:16]=3)[CH:6]=[C:7]([O:9][CH3:10])[CH:8]=1.S(Cl)([Cl:36])=O.O.C([O-])(O)=O.[Na+]. Product: [Cl:36][CH2:32][C:29]1[N:28]=[CH:27][C:26]([S:23]([NH:22][C:13]2[C:12]([NH:11][C:5]3[CH:4]=[C:3]([O:2][CH3:1])[CH:8]=[C:7]([O:9][CH3:10])[CH:6]=3)=[N:21][C:20]3[C:15](=[CH:16][CH:17]=[CH:18][CH:19]=3)[N:14]=2)(=[O:25])=[O:24])=[CH:31][CH:30]=1. The catalyst class is: 22.